This data is from Forward reaction prediction with 1.9M reactions from USPTO patents (1976-2016). The task is: Predict the product of the given reaction. (1) The product is: [NH2:1][C:4]1[CH:5]=[C:6](/[CH:10]=[CH:11]/[C:12]([O:14][CH3:15])=[O:13])[CH:7]=[CH:8][CH:9]=1. Given the reactants [N+:1]([C:4]1[CH:5]=[C:6](/[CH:10]=[CH:11]/[C:12]([O:14][CH3:15])=[O:13])[CH:7]=[CH:8][CH:9]=1)([O-])=O.Cl, predict the reaction product. (2) Given the reactants [O:1]1[CH2:6][CH2:5][CH2:4][CH2:3][CH:2]1[O:7][NH:8][C:9]([CH2:11][CH2:12][CH2:13][CH2:14][CH2:15][CH2:16][NH:17][C:18]([C:20]1[NH:21][C:22]2[C:27]([CH:28]=1)=[CH:26][C:25]([CH2:29][CH2:30]C(O)=O)=[CH:24][CH:23]=2)=[O:19])=[O:10].CCN=C=N[CH2:39][CH2:40][CH2:41][N:42]([CH3:44])C.Cl.Cl.C(N(CC)CC)C.C1[CH:55]=[CH:56][C:57]2N(O)N=N[C:58]=2[CH:59]=1.[CH:64]1([O:69][C:70](=[O:80])[C@H](CC2C=CC=CC=2)N)[CH2:68][CH2:67][CH2:66][CH2:65]1.CC1C=CC(S(O)(=O)=[O:89])=CC=1, predict the reaction product. The product is: [CH:64]1([O:69][C:70](=[O:80])[C@@H:41]([NH:42][C:44](=[O:89])[CH2:30][CH2:29][C:25]2[CH:26]=[C:27]3[C:22](=[CH:23][CH:24]=2)[NH:21][C:20]([C:18](=[O:19])[NH:17][CH2:16][CH2:15][CH2:14][CH2:13][CH2:12][CH2:11][C:9](=[O:10])[NH:8][O:7][CH:2]2[CH2:3][CH2:4][CH2:5][CH2:6][O:1]2)=[CH:28]3)[CH2:40][C:39]2[CH:55]=[CH:56][CH:57]=[CH:58][CH:59]=2)[CH2:68][CH2:67][CH2:66][CH2:65]1. (3) Given the reactants N1(C2C3C(=CC=CC=3)NC=2)CCOCC1.[CH3:16][N:17]1[CH2:22][CH2:21][N:20]([C:23]2[C:31]3[C:26](=[CH:27][CH:28]=[CH:29][CH:30]=3)[N:25]([Si](C(C)C)(C(C)C)C(C)C)[CH:24]=2)[CH2:19][CH2:18]1.[F-].C([N+](CCCC)(CCCC)CCCC)CCC, predict the reaction product. The product is: [CH3:16][N:17]1[CH2:18][CH2:19][N:20]([C:23]2[C:31]3[C:26](=[CH:27][CH:28]=[CH:29][CH:30]=3)[NH:25][CH:24]=2)[CH2:21][CH2:22]1.